From a dataset of Forward reaction prediction with 1.9M reactions from USPTO patents (1976-2016). Predict the product of the given reaction. Given the reactants [NH2:1][C:2]1[C:7]2=[C:8]([C:13]3[CH:18]=[CH:17][C:16]([NH:19][C:20]([NH:22][C:23]4[CH:28]=[C:27]([C:29]([F:32])([F:31])[F:30])[CH:26]=[CH:25][N:24]=4)=[O:21])=[CH:15][CH:14]=3)[C:9]([CH2:11][CH3:12])=[CH:10][N:6]2[N:5]=[CH:4][N:3]=1.[NH:33]1[CH2:38][CH2:37][O:36][CH2:35][CH2:34]1.[CH2:39]=O, predict the reaction product. The product is: [NH2:1][C:2]1[C:7]2=[C:8]([C:13]3[CH:18]=[CH:17][C:16]([NH:19][C:20]([NH:22][C:23]4[CH:28]=[C:27]([C:29]([F:32])([F:31])[F:30])[CH:26]=[CH:25][N:24]=4)=[O:21])=[CH:15][CH:14]=3)[C:9]([CH2:11][CH3:12])=[C:10]([CH2:39][N:33]3[CH2:38][CH2:37][O:36][CH2:35][CH2:34]3)[N:6]2[N:5]=[CH:4][N:3]=1.